This data is from Peptide-MHC class I binding affinity with 185,985 pairs from IEDB/IMGT. The task is: Regression. Given a peptide amino acid sequence and an MHC pseudo amino acid sequence, predict their binding affinity value. This is MHC class I binding data. The peptide sequence is RKMPHLFSK. The MHC is HLA-A02:01 with pseudo-sequence HLA-A02:01. The binding affinity (normalized) is 0.0847.